This data is from Forward reaction prediction with 1.9M reactions from USPTO patents (1976-2016). The task is: Predict the product of the given reaction. (1) Given the reactants [C:1]([O:5][C:6]([N:8]([CH2:32][CH3:33])[CH:9]1[CH2:14][CH2:13][CH:12]([O:15][C:16]2[C:27]3[C:26]4[C@@H:25]([CH2:28][C:29]([OH:31])=O)[CH2:24][CH2:23][C:22]=4[S:21][C:20]=3[N:19]=[CH:18][N:17]=2)[CH2:11][CH2:10]1)=[O:7])([CH3:4])([CH3:3])[CH3:2].C1C=CC2N(O)N=[N:40]C=2C=1.CCN=C=NCCCN(C)C.[NH4+].[Cl-], predict the reaction product. The product is: [C:29]([CH2:28][C@H:25]1[CH2:24][CH2:23][C:22]2[S:21][C:20]3[N:19]=[CH:18][N:17]=[C:16]([O:15][CH:12]4[CH2:11][CH2:10][CH:9]([N:8]([CH2:32][CH3:33])[C:6](=[O:7])[O:5][C:1]([CH3:3])([CH3:2])[CH3:4])[CH2:14][CH2:13]4)[C:27]=3[C:26]1=2)(=[O:31])[NH2:40]. (2) Given the reactants [Cl:1][C:2]1[CH:22]=[C:21]([Cl:23])[CH:20]=[CH:19][C:3]=1[CH2:4][N:5]1[C:9]([CH2:10][CH2:11][C:12]([OH:14])=O)=[CH:8][C:7]([O:15][CH:16]([CH3:18])[CH3:17])=[N:6]1.[CH2:24]([S:28]([NH2:31])(=[O:30])=[O:29])[CH2:25][CH2:26][CH3:27].N12CCCN=C1CCCCC2, predict the reaction product. The product is: [CH2:24]([S:28]([NH:31][C:12](=[O:14])[CH2:11][CH2:10][C:9]1[N:5]([CH2:4][C:3]2[CH:19]=[CH:20][C:21]([Cl:23])=[CH:22][C:2]=2[Cl:1])[N:6]=[C:7]([O:15][CH:16]([CH3:18])[CH3:17])[CH:8]=1)(=[O:30])=[O:29])[CH2:25][CH2:26][CH3:27].